Dataset: Experimentally validated miRNA-target interactions with 360,000+ pairs, plus equal number of negative samples. Task: Binary Classification. Given a miRNA mature sequence and a target amino acid sequence, predict their likelihood of interaction. (1) The miRNA is mmu-miR-3470b with sequence UCACUCUGUAGACCAGGCUGG. The protein sequence of the target gene is MAELLRSLRDSQLVARFQRRCGLFPAREASGEEHVVKNYFYYYLFRFSAALGQEVFYITFLPFTHWNIDPNLSRRLVVIWVLVMYIGQVAKDILKWPRPSFPPVVRLEKRIIAEYGMPSTHAMAATAISFTLLISTMDRYQYPFILGLMMAVVFSTLVCLSRLYTGMHTVLDILGGVLITAVLIALTYPAWTLIDSLDSASPLFPVCVIVVPFLLCYNYPVSDYYSPTRADTTTIVAAGAGVTLGFWINHFFQLVSKPTPSLPVIQNIPPLTTDMLVLGLTKFMVGIMLILLVRQLVQKL.... Result: 1 (interaction). (2) The miRNA is hsa-miR-195-5p with sequence UAGCAGCACAGAAAUAUUGGC. The protein sequence of the target gene is MLSSWQGGPRPRQLLLWLLILAAWETGSGQLHYSVPEEAKHGTFVGRIAQDLGLELAELVPRLFRVASKRHGDLLEVNLQNGILFVNSRIDREELCGRSAECSIHLEVIVDRPLQVFHVEVKVRDINDNPPIFPESKKRIIIAESRPPETRFPLDGASDADIGVNSALTYRLDPNDYFTLDAQNSLEQMSSLSLVLRKTLDREEIQEHSLLLTASDGGKPELTGTVQLLITILDVNDNAPEFYQSVYKVTVLENAFNGTLVIKLNATDPDDGTNGDIVYSFRRPVWPAVVYAFTINPNNG.... Result: 0 (no interaction). (3) The miRNA is mmu-miR-3093-3p with sequence UGUGGACACCGUGGGAGGUUGG. The protein sequence of the target gene is MEPPMEPSGGEQEPGAVRFLDLPWEDVLLPHVLNRVPLRQLLRLQRVSRAFRSLVQLHLAGLRRFDAAQVGPQIPRAALARLLRDAEGLQELALAPCHEWLSDEDLVPVLARNPQLRSVALGGCGQLSRRALGALAEGCPRLQRLSLAHCDWVDGLALRGLADRCPALEELDLTACRQLKDEAIVYLAQRRGAGLRSLSLAVNANVGDAAVQELARNCPELHHLDLTGCLRVGSDGVRTLAEYCPVLRSLRVRHCHHVAESSLSRLRKRGVDIDVEPPLHQALVLLQDMAGFAPFVNLQV.... Result: 0 (no interaction). (4) The miRNA is hsa-miR-20a-5p with sequence UAAAGUGCUUAUAGUGCAGGUAG. The protein sequence of the target gene is MNRVNDPLIFIRDIKPGLKNLNVVFIVLEIGRVTKTKDGHEVRSCKVADKTGSITISVWDEIGGLIQPGDIIRLTRGYASMWKGCLTLYTGRGGELQKIGEFCMVYSEVPNFSEPNPDYRGQQNKGAQSEQKNNSMNSNMGTGTFGPVGNGVHTGPESREHQFSHAGRSNGRGLINPQLQGTASNQTVMTTISNGRDPRRAFKR. Result: 1 (interaction).